Task: Predict the product of the given reaction.. Dataset: Forward reaction prediction with 1.9M reactions from USPTO patents (1976-2016) (1) The product is: [ClH:1].[N:2]12[CH2:9][CH2:8][CH:5]([CH2:6][CH2:7]1)[CH:4]([CH2:10][C:11]([NH:13][C:14]1[CH:19]=[CH:18][C:17]([C:25]3[CH:26]=[CH:27][C:22]([F:21])=[CH:23][CH:24]=3)=[CH:16][CH:15]=1)=[O:12])[CH2:3]2. Given the reactants [ClH:1].[N:2]12[CH2:9][CH2:8][CH:5]([CH2:6][CH2:7]1)[CH:4]([CH2:10][C:11]([NH:13][C:14]1[CH:19]=[CH:18][C:17](Br)=[CH:16][CH:15]=1)=[O:12])[CH2:3]2.[F:21][C:22]1[CH:27]=[CH:26][C:25](B(O)O)=[CH:24][CH:23]=1.C(=O)([O-])[O-].[Na+].[Na+], predict the reaction product. (2) Given the reactants [CH2:1]([O:8][C:9]1[C:18]([CH2:19][CH:20]([OH:23])[CH2:21][OH:22])=[CH:17][C:16]([O:24][CH3:25])=[C:15]2[C:10]=1[CH:11]1[CH2:27][CH2:26][CH:14]2[CH2:13][CH2:12]1)[C:2]1[CH:7]=[CH:6][CH:5]=[CH:4][CH:3]=1.[C:28]1([CH3:38])[CH:33]=[CH:32][C:31]([S:34](Cl)(=[O:36])=[O:35])=[CH:30][CH:29]=1.CC1C=CC(S(OCC2OC3C4CCCC=4C(C)=CC=3C2)(=O)=O)=CC=1, predict the reaction product. The product is: [CH3:38][C:28]1[CH:33]=[CH:32][C:31]([S:34]([O:22][CH2:21][CH:20]([OH:23])[CH2:19][C:18]2[C:9]([O:8][CH2:1][C:2]3[CH:3]=[CH:4][CH:5]=[CH:6][CH:7]=3)=[C:10]3[C:15](=[C:16]([O:24][CH3:25])[CH:17]=2)[CH:14]2[CH2:13][CH2:12][CH:11]3[CH2:27][CH2:26]2)(=[O:36])=[O:35])=[CH:30][CH:29]=1. (3) Given the reactants [ClH:1].[CH3:2][N:3]([CH3:31])[CH:4]1[CH2:9][CH2:8][N:7]([C:10](=[O:30])[CH2:11][CH2:12][C:13]2[N:14]([CH2:18][C:19]([O:21][CH2:22][CH2:23][CH2:24][CH2:25][CH2:26][CH2:27][CH2:28][CH3:29])=[O:20])[CH:15]=[CH:16][N:17]=2)[CH2:6][CH2:5]1, predict the reaction product. The product is: [ClH:1].[CH3:31][N:3]([CH3:2])[CH:4]1[CH2:9][CH2:8][N:7]([C:10](=[O:30])[CH2:11][CH2:12][C:13]2[N:14]([CH2:18][C:19]([O:21][CH2:22][CH2:23][CH2:24][CH2:25][CH2:26][CH2:27][CH2:28][CH3:29])=[O:20])[CH:15]=[CH:16][N:17]=2)[CH2:6][CH2:5]1.